The task is: Regression. Given two drug SMILES strings and cell line genomic features, predict the synergy score measuring deviation from expected non-interaction effect.. This data is from NCI-60 drug combinations with 297,098 pairs across 59 cell lines. (1) Drug 1: C1=NC2=C(N=C(N=C2N1C3C(C(C(O3)CO)O)F)Cl)N. Drug 2: CS(=O)(=O)CCNCC1=CC=C(O1)C2=CC3=C(C=C2)N=CN=C3NC4=CC(=C(C=C4)OCC5=CC(=CC=C5)F)Cl. Cell line: RPMI-8226. Synergy scores: CSS=-3.90, Synergy_ZIP=4.12, Synergy_Bliss=3.65, Synergy_Loewe=-3.63, Synergy_HSA=-3.80. (2) Drug 1: C1=CC(=CC=C1CCC2=CNC3=C2C(=O)NC(=N3)N)C(=O)NC(CCC(=O)O)C(=O)O. Drug 2: C1C(C(OC1N2C=NC3=C2NC=NCC3O)CO)O. Cell line: HCT116. Synergy scores: CSS=39.9, Synergy_ZIP=1.23, Synergy_Bliss=-1.82, Synergy_Loewe=-4.99, Synergy_HSA=-1.19. (3) Drug 1: CN(C)N=NC1=C(NC=N1)C(=O)N. Drug 2: CNC(=O)C1=NC=CC(=C1)OC2=CC=C(C=C2)NC(=O)NC3=CC(=C(C=C3)Cl)C(F)(F)F. Cell line: SK-MEL-28. Synergy scores: CSS=12.2, Synergy_ZIP=-4.68, Synergy_Bliss=-2.18, Synergy_Loewe=-20.9, Synergy_HSA=-5.00. (4) Drug 1: CC1=C(C=C(C=C1)NC2=NC=CC(=N2)N(C)C3=CC4=NN(C(=C4C=C3)C)C)S(=O)(=O)N.Cl. Drug 2: CC1=C(C=C(C=C1)NC(=O)C2=CC=C(C=C2)CN3CCN(CC3)C)NC4=NC=CC(=N4)C5=CN=CC=C5. Cell line: HCC-2998. Synergy scores: CSS=-16.2, Synergy_ZIP=7.99, Synergy_Bliss=-3.40, Synergy_Loewe=-8.37, Synergy_HSA=-16.5. (5) Drug 1: CC1C(C(=O)NC(C(=O)N2CCCC2C(=O)N(CC(=O)N(C(C(=O)O1)C(C)C)C)C)C(C)C)NC(=O)C3=C4C(=C(C=C3)C)OC5=C(C(=O)C(=C(C5=N4)C(=O)NC6C(OC(=O)C(N(C(=O)CN(C(=O)C7CCCN7C(=O)C(NC6=O)C(C)C)C)C)C(C)C)C)N)C. Drug 2: CCN(CC)CCNC(=O)C1=C(NC(=C1C)C=C2C3=C(C=CC(=C3)F)NC2=O)C. Cell line: SK-OV-3. Synergy scores: CSS=2.92, Synergy_ZIP=-0.884, Synergy_Bliss=2.54, Synergy_Loewe=0.565, Synergy_HSA=1.22.